Dataset: Reaction yield outcomes from USPTO patents with 853,638 reactions. Task: Predict the reaction yield, written as a fraction of the theoretical maximum amount of product (1.0 means a 100% yield; for example, 0.34 means a 34% yield). (1) The reactants are [N+:1]([C:4]1[C:5]([CH:10](C(OCC)=O)[C:11]([O:13][CH2:14][CH3:15])=[O:12])=[N:6][CH:7]=[CH:8][CH:9]=1)([O-:3])=[O:2].O.[Cl-].[Li+]. The catalyst is CS(C)=O.[Cl-].[Na+].O. The product is [N+:1]([C:4]1[C:5]([CH2:10][C:11]([O:13][CH2:14][CH3:15])=[O:12])=[N:6][CH:7]=[CH:8][CH:9]=1)([O-:3])=[O:2]. The yield is 0.920. (2) The reactants are [Cl:1][Si](C)(C)C.O.[CH3:7][N:8]([CH3:32])[C:9]1([C:26]2[CH:31]=[CH:30][CH:29]=[CH:28][CH:27]=2)[CH2:14][CH2:13][CH:12]([CH2:15][C:16]([NH:18][C:19]2[CH:24]=[CH:23][C:22]([F:25])=[CH:21][CH:20]=2)=[O:17])[CH2:11][CH2:10]1. The catalyst is CC(CC)=O. The product is [ClH:1].[CH3:32][N:8]([CH3:7])[C:9]1([C:26]2[CH:31]=[CH:30][CH:29]=[CH:28][CH:27]=2)[CH2:10][CH2:11][CH:12]([CH2:15][C:16]([NH:18][C:19]2[CH:20]=[CH:21][C:22]([F:25])=[CH:23][CH:24]=2)=[O:17])[CH2:13][CH2:14]1. The yield is 0.640. (3) The reactants are [Br:1][C:2]1[CH:3]=[CH:4][C:5]2=[C:6]([CH:19]=1)[NH:7][C:8](=[O:18])[CH2:9][N:10]=[C:11]2[C:12]1[CH:17]=[CH:16][CH:15]=[CH:14][CH:13]=1.[H-].[Na+].[CH3:22]I. The catalyst is CN(C=O)C. The product is [Br:1][C:2]1[CH:3]=[CH:4][C:5]2=[C:6]([CH:19]=1)[N:7]([CH3:22])[C:8](=[O:18])[CH2:9][N:10]=[C:11]2[C:12]1[CH:17]=[CH:16][CH:15]=[CH:14][CH:13]=1. The yield is 0.600. (4) The product is [CH3:21][P:19]([C:16]1[CH:17]=[CH:18][C:13]([NH:12][C:4]2[N:3]=[C:2]([NH:25][CH:28]3[CH2:29][CH2:32][CH2:33][O:34]3)[C:7]([C:8]([F:11])([F:10])[F:9])=[CH:6][N:5]=2)=[CH:14][CH:15]=1)([CH3:22])=[O:20]. The reactants are Cl[C:2]1[C:7]([C:8]([F:11])([F:10])[F:9])=[CH:6][N:5]=[C:4]([NH:12][C:13]2[CH:18]=[CH:17][C:16]([P:19]([CH3:22])([CH3:21])=[O:20])=[CH:15][CH:14]=2)[N:3]=1.C([N:25]([CH2:28][CH3:29])CC)C.Cl.N[C@H:32]1CC[O:34][CH2:33]1. The yield is 0.590. The catalyst is C(O)C. (5) The reactants are [C:1]([C:3]1[N:4]=[CH:5][N:6]([CH3:13])[C:7]=1[C:8](=[O:12])SCC)#[N:2].C([SiH](CC)CC)C. The catalyst is CC(C)=O.[Pd]. The product is [CH:8]([C:7]1[N:6]([CH3:13])[CH:5]=[N:4][C:3]=1[C:1]#[N:2])=[O:12]. The yield is 0.540. (6) The reactants are [F:1][C:2]1[CH:3]=[C:4]([C:9]2[N:14]=[C:13]3[C:15]([CH2:18][NH2:19])=[CH:16][O:17][C:12]3=[CH:11][CH:10]=2)[CH:5]=[C:6]([F:8])[CH:7]=1.Cl[C:21]1[CH:22]=[CH:23][N:24]=[C:25]2[C:30]=1[N:29]=[CH:28][C:27]([O:31][CH3:32])=[CH:26]2.P([O-])([O-])([O-])=O.[K+].[K+].[K+].C1(P(C2C=CC=CC=2)C2C=CC3C(=CC=CC=3)C=2C2C3C(=CC=CC=3)C=CC=2P(C2C=CC=CC=2)C2C=CC=CC=2)C=CC=CC=1. The catalyst is C1C=CC(/C=C/C(/C=C/C2C=CC=CC=2)=O)=CC=1.C1C=CC(/C=C/C(/C=C/C2C=CC=CC=2)=O)=CC=1.C1C=CC(/C=C/C(/C=C/C2C=CC=CC=2)=O)=CC=1.[Pd].[Pd]. The product is [F:1][C:2]1[CH:3]=[C:4]([C:9]2[N:14]=[C:13]3[C:15]([CH2:18][NH:19][C:21]4[C:30]5[C:25](=[CH:26][C:27]([O:31][CH3:32])=[CH:28][N:29]=5)[N:24]=[CH:23][CH:22]=4)=[CH:16][O:17][C:12]3=[CH:11][CH:10]=2)[CH:5]=[C:6]([F:8])[CH:7]=1. The yield is 0.361. (7) The product is [CH3:4][O:3][CH:2]([O:1][CH3:6])[C:7]1[N:11]([CH3:12])[C:10]([C:13]2[S:21][C:20]3[C:15](=[N:16][CH:17]=[CH:18][C:19]=3[O:22][C:23]3[CH:28]=[CH:27][C:26]([N+:29]([O-:31])=[O:30])=[CH:25][C:24]=3[F:32])[CH:14]=2)=[N:9][CH:8]=1. The yield is 0.740. The catalyst is CO. The reactants are [O:1]1[CH2:6]C[CH2:4][O:3][CH:2]1[C:7]1[N:11]([CH3:12])[C:10]([C:13]2[S:21][C:20]3[C:15](=[N:16][CH:17]=[CH:18][C:19]=3[O:22][C:23]3[CH:28]=[CH:27][C:26]([N+:29]([O-:31])=[O:30])=[CH:25][C:24]=3[F:32])[CH:14]=2)=[N:9][CH:8]=1.CC1(C)C2(CS(O)(=O)=O)C(CC1CC2)=O.C([O-])(O)=O.[Na+]. (8) The reactants are [Cl:1][C:2]1[C:3]([O:14][CH3:15])=[C:4]([N+:11]([O-:13])=[O:12])[C:5]([F:10])=[C:6]([CH:9]=1)[CH:7]=[O:8].[BH4-].[Na+].Cl. The catalyst is CO. The yield is 0.460. The product is [Cl:1][C:2]1[C:3]([O:14][CH3:15])=[C:4]([N+:11]([O-:13])=[O:12])[C:5]([F:10])=[C:6]([CH2:7][OH:8])[CH:9]=1. (9) The reactants are [Cl:1][C:2]1[N:3]=[C:4]([C:9]([NH:11][C@H:12]2[CH2:17][CH2:16][N:15]([C:18](OC(C)(C)C)=O)[CH2:14][C@H:13]2[O:25][CH3:26])=[O:10])[NH:5][C:6]=1[CH2:7][CH3:8].Cl.C(OCC)(=O)C.C(N(C(C)C)CC)(C)C.ClC1[S:45][C:46]([CH3:54])=[C:47]([C:49]([O:51][CH2:52][CH3:53])=[O:50])[N:48]=1.Cl. The catalyst is CO. The product is [Cl:1][C:2]1[N:3]=[C:4]([C:9]([NH:11][C@H:12]2[CH2:17][CH2:16][N:15]([C:18]3[S:45][C:46]([CH3:54])=[C:47]([C:49]([O:51][CH2:52][CH3:53])=[O:50])[N:48]=3)[CH2:14][C@H:13]2[O:25][CH3:26])=[O:10])[NH:5][C:6]=1[CH2:7][CH3:8]. The yield is 0.160. (10) The reactants are [CH2:1]([C:3]([C:21]1[CH:26]=[CH:25][C:24]([OH:27])=[C:23]([CH3:28])[CH:22]=1)([C:6]1[CH:11]=[CH:10][C:9]([C:12]#[C:13][CH:14]([OH:19])[C:15]([CH3:18])([CH3:17])[CH3:16])=[C:8]([CH3:20])[CH:7]=1)[CH2:4][CH3:5])[CH3:2]. The catalyst is C(OCC)(=O)C.[Pd]. The product is [CH2:1]([C:3]([C:21]1[CH:26]=[CH:25][C:24]([OH:27])=[C:23]([CH3:28])[CH:22]=1)([C:6]1[CH:11]=[CH:10][C:9]([CH2:12][CH2:13][CH:14]([OH:19])[C:15]([CH3:17])([CH3:18])[CH3:16])=[C:8]([CH3:20])[CH:7]=1)[CH2:4][CH3:5])[CH3:2]. The yield is 0.910.